Dataset: Peptide-MHC class II binding affinity with 134,281 pairs from IEDB. Task: Regression. Given a peptide amino acid sequence and an MHC pseudo amino acid sequence, predict their binding affinity value. This is MHC class II binding data. (1) The peptide sequence is AVKPAAEEVKVIPAG. The MHC is DRB1_1101 with pseudo-sequence DRB1_1101. The binding affinity (normalized) is 0.0985. (2) The peptide sequence is WQLYMFGETLSRAII. The MHC is DRB1_0301 with pseudo-sequence DRB1_0301. The binding affinity (normalized) is 0.365. (3) The peptide sequence is ERGYVKLEGRVIDLG. The MHC is DRB1_1301 with pseudo-sequence DRB1_1301. The binding affinity (normalized) is 0.620. (4) The peptide sequence is GEIYKRWIILGLNKIVRMY. The MHC is HLA-DPA10201-DPB11401 with pseudo-sequence HLA-DPA10201-DPB11401. The binding affinity (normalized) is 0.287. (5) The peptide sequence is KTGQALVVGIYDEPM. The MHC is HLA-DPA10103-DPB10401 with pseudo-sequence HLA-DPA10103-DPB10401. The binding affinity (normalized) is 0.393. (6) The peptide sequence is GWSSLGREYAAVAEE. The MHC is HLA-DQA10201-DQB10202 with pseudo-sequence HLA-DQA10201-DQB10202. The binding affinity (normalized) is 0.366. (7) The peptide sequence is RPLLIEGTASLSPGM. The MHC is DRB1_1501 with pseudo-sequence DRB1_1501. The binding affinity (normalized) is 0.200. (8) The peptide sequence is SDSNVYDLLKDLEEG. The MHC is DRB1_0101 with pseudo-sequence DRB1_0101. The binding affinity (normalized) is 0.0664.